From a dataset of Reaction yield outcomes from USPTO patents with 853,638 reactions. Predict the reaction yield, written as a fraction of the theoretical maximum amount of product (1.0 means a 100% yield; for example, 0.34 means a 34% yield). (1) The yield is 0.880. The catalyst is O. The product is [Cl:1][C:2]1[CH:3]=[C:4]([C:9]([C:12]2[N:16]([C:17]3[CH:18]=[CH:19][C:20]([F:23])=[CH:21][CH:22]=3)[C:15]([CH2:24][OH:25])=[N:14][CH:13]=2)([CH3:11])[CH3:10])[CH:5]=[CH:6][C:7]=1[Cl:8]. The reactants are [Cl:1][C:2]1[CH:3]=[C:4]([C:9]([C:12]2[N:16]([C:17]3[CH:22]=[CH:21][C:20]([F:23])=[CH:19][CH:18]=3)[C:15]([CH:24]=[O:25])=[N:14][CH:13]=2)([CH3:11])[CH3:10])[CH:5]=[CH:6][C:7]=1[Cl:8].C(O)C.[BH4-].[Na+]. (2) The reactants are [C:1]([C:5]1O[C:7]([O:10]CC)=[CH:8][N:9]=1)([CH3:4])([CH3:3])[CH3:2].[C:13]([O:17][CH2:18][CH3:19])(=[O:16])[CH:14]=[CH2:15]. No catalyst specified. The product is [CH2:18]([O:17][C:13](=[O:16])[C:14]1[C:7]([OH:10])=[CH:8][N:9]=[C:5]([C:1]([CH3:2])([CH3:3])[CH3:4])[CH:15]=1)[CH3:19]. The yield is 0.540. (3) The catalyst is CN(C=O)C.O. The yield is 0.630. The product is [CH2:1]([C:3]([F:31])([CH2:29][CH3:30])[CH2:4][N:5]1[CH2:10][CH2:9][CH:8]([CH2:11][O:12][C:13]2[CH:14]=[CH:15][C:16]([C:19]3[CH:24]=[CH:23][C:22]([C:25]([N:55]4[CH2:59][CH2:58][C@H:57]([OH:60])[CH2:56]4)=[O:27])=[C:21]([F:28])[CH:20]=3)=[CH:17][CH:18]=2)[CH2:7][CH2:6]1)[CH3:2]. The reactants are [CH2:1]([C:3]([F:31])([CH2:29][CH3:30])[CH2:4][N:5]1[CH2:10][CH2:9][CH:8]([CH2:11][O:12][C:13]2[CH:18]=[CH:17][C:16]([C:19]3[CH:24]=[CH:23][C:22]([C:25]([OH:27])=O)=[C:21]([F:28])[CH:20]=3)=[CH:15][CH:14]=2)[CH2:7][CH2:6]1)[CH3:2].C(Cl)CCl.C1C=CC2N(O)N=NC=2C=1.CCN(C(C)C)C(C)C.[NH:55]1[CH2:59][CH2:58][C@H:57]([OH:60])[CH2:56]1. (4) The product is [NH2:18][CH:11]([C:12]1[CH:17]=[CH:16][CH:15]=[CH:14][CH:13]=1)[CH2:10][NH:9][C:4]1[CH:5]=[CH:6][CH:7]=[CH:8][C:3]=1[O:2][CH3:1]. The reactants are [CH3:1][O:2][C:3]1[CH:8]=[CH:7][CH:6]=[CH:5][C:4]=1[NH:9][CH2:10][CH:11]([NH:18]C(=O)OC(C)(C)C)[C:12]1[CH:17]=[CH:16][CH:15]=[CH:14][CH:13]=1. The yield is 0.900. The catalyst is Cl.O1CCOCC1. (5) The catalyst is CO.C(Cl)(Cl)Cl.C1C=CC(/C=C/C(/C=C/C2C=CC=CC=2)=O)=CC=1.C1C=CC(/C=C/C(/C=C/C2C=CC=CC=2)=O)=CC=1.C1C=CC(/C=C/C(/C=C/C2C=CC=CC=2)=O)=CC=1.[Pd].[Pd]. The yield is 0.300. The reactants are C[O-].[Na+].[ClH:4].Cl.[N:6]12[CH2:13][CH:10]([CH2:11][CH2:12]1)[NH:9][CH2:8][CH2:7]2.[Br:14][C:15]1[CH:16]=[N:17][CH:18]=[C:19](Br)[CH:20]=1.C1(P(C2C=CC=CC=2)C2C=CC3C(=CC=CC=3)C=2C2C3C(=CC=CC=3)C=CC=2P(C2C=CC=CC=2)C2C=CC=CC=2)C=CC=CC=1.CC([O-])(C)C.[Na+]. The product is [ClH:4].[ClH:4].[Br:14][C:15]1[CH:20]=[C:19]([N:9]2[CH:10]3[CH2:13][N:6]([CH2:12][CH2:11]3)[CH2:7][CH2:8]2)[CH:18]=[N:17][CH:16]=1.